From a dataset of Reaction yield outcomes from USPTO patents with 853,638 reactions. Predict the reaction yield, written as a fraction of the theoretical maximum amount of product (1.0 means a 100% yield; for example, 0.34 means a 34% yield). (1) The reactants are [NH2:1][C:2]1[CH:10]=[C:9]([C:11]([OH:13])=[O:12])[CH:8]=[CH:7][C:3]=1[C:4]([OH:6])=O.[NH2:14][C:15](N)=[O:16]. The catalyst is O. The product is [O:16]=[C:15]1[NH:14][C:4](=[O:6])[C:3]2[C:2](=[CH:10][C:9]([C:11]([OH:13])=[O:12])=[CH:8][CH:7]=2)[NH:1]1. The yield is 0.920. (2) The reactants are Br[C:2]1[CH:19]=[CH:18][C:17]2[C:16]3[C:11](=[CH:12][CH:13]=[CH:14][CH:15]=3)[C:10]3[C:5](=[CH:6][CH:7]=[CH:8][CH:9]=3)[C:4]=2[CH:3]=1.[CH:20]1[C:28]2[C:27]3[CH:29]=[CH:30][CH:31]=[CH:32][C:26]=3[S:25][C:24]=2[C:23](B(O)O)=[CH:22][CH:21]=1.C(=O)([O-])[O-].[K+].[K+].C1(C)C=CC=CC=1. The catalyst is C1C=CC([P]([Pd]([P](C2C=CC=CC=2)(C2C=CC=CC=2)C2C=CC=CC=2)([P](C2C=CC=CC=2)(C2C=CC=CC=2)C2C=CC=CC=2)[P](C2C=CC=CC=2)(C2C=CC=CC=2)C2C=CC=CC=2)(C2C=CC=CC=2)C2C=CC=CC=2)=CC=1.O. The product is [CH:3]1[C:4]2[C:5]3[C:10](=[CH:9][CH:8]=[CH:7][CH:6]=3)[C:11]3[C:16](=[CH:15][CH:14]=[CH:13][CH:12]=3)[C:17]=2[CH:18]=[CH:19][C:2]=1[C:32]1[C:26]2[S:25][C:24]3[CH:23]=[CH:22][CH:21]=[CH:20][C:28]=3[C:27]=2[CH:29]=[CH:30][CH:31]=1. The yield is 0.860. (3) The reactants are [Si:1](Cl)([C:14]([CH3:17])([CH3:16])[CH3:15])([C:8]1[CH:13]=[CH:12][CH:11]=[CH:10][CH:9]=1)[C:2]1[CH:7]=[CH:6][CH:5]=[CH:4][CH:3]=1.N1C=CN=C1.[Br:24][CH2:25][CH2:26][OH:27]. The catalyst is CCOCC.O. The product is [Si:1]([O:27][CH2:26][CH2:25][Br:24])([C:14]([CH3:17])([CH3:16])[CH3:15])([C:8]1[CH:13]=[CH:12][CH:11]=[CH:10][CH:9]=1)[C:2]1[CH:7]=[CH:6][CH:5]=[CH:4][CH:3]=1. The yield is 0.970. (4) The reactants are [N:1]1([CH2:6][CH2:7][O:8][C:9]2[CH:10]=[C:11]3[C:16](=[CH:17][CH:18]=2)[C:15](=O)[CH2:14][CH2:13][CH2:12]3)[CH:5]=[CH:4][N:3]=[CH:2]1.[C:20]([CH2:23][O:24][NH2:25])([OH:22])=[O:21].Cl. The catalyst is N1C=CC=CC=1.O. The product is [N:1]1([CH2:6][CH2:7][O:8][C:9]2[CH:10]=[C:11]3[C:16](=[CH:17][CH:18]=2)[C:15](=[N:25][O:24][CH2:23][C:20]([OH:22])=[O:21])[CH2:14][CH2:13][CH2:12]3)[CH:5]=[CH:4][N:3]=[CH:2]1. The yield is 0.430. (5) The reactants are [CH2:1]([NH:3][C:4]([C:6]1[C:10](Br)=[C:9]([C:12]2[CH:17]=[C:16]([Cl:18])[C:15]([O:19][CH2:20][C:21]3[CH:26]=[CH:25][CH:24]=[CH:23][CH:22]=3)=[CH:14][C:13]=2[O:27][CH2:28][C:29]2[CH:34]=[CH:33][CH:32]=[CH:31][CH:30]=2)[O:8][N:7]=1)=[O:5])[CH3:2].[CH3:35][N:36]1[CH2:41][CH2:40][N:39]([C:42]2[CH:47]=[CH:46][CH:45]=[C:44](B3OC(C)(C)C(C)(C)O3)[CH:43]=2)[CH2:38][CH2:37]1. No catalyst specified. The product is [CH2:1]([NH:3][C:4]([C:6]1[C:10]([C:44]2[CH:45]=[CH:46][CH:47]=[C:42]([N:39]3[CH2:40][CH2:41][N:36]([CH3:35])[CH2:37][CH2:38]3)[CH:43]=2)=[C:9]([C:12]2[CH:17]=[C:16]([Cl:18])[C:15]([O:19][CH2:20][C:21]3[CH:26]=[CH:25][CH:24]=[CH:23][CH:22]=3)=[CH:14][C:13]=2[O:27][CH2:28][C:29]2[CH:34]=[CH:33][CH:32]=[CH:31][CH:30]=2)[O:8][N:7]=1)=[O:5])[CH3:2]. The yield is 0.830. (6) The reactants are C([O:8][C@H:9]1[CH2:13][C@H:12]([C:14]2[N:18]([CH3:19])[N:17]=[CH:16][CH:15]=2)[C@@H:11]([O:20][CH2:21][O:22][CH3:23])[CH2:10]1)C1C=CC=CC=1. The catalyst is C(O)C.[C].[Pd]. The product is [CH3:23][O:22][CH2:21][O:20][C@H:11]1[C@H:12]([C:14]2[N:18]([CH3:19])[N:17]=[CH:16][CH:15]=2)[CH2:13][C@H:9]([OH:8])[CH2:10]1. The yield is 0.840.